Dataset: Reaction yield outcomes from USPTO patents with 853,638 reactions. Task: Predict the reaction yield, written as a fraction of the theoretical maximum amount of product (1.0 means a 100% yield; for example, 0.34 means a 34% yield). The reactants are [OH:1][C:2]12[C:20]3[C:15](=[CH:16][CH:17]=[CH:18][CH:19]=3)[C:14](=[O:21])[C:3]1(O)[C:4]1[C:9]([O:10]2)=[CH:8][C:7]([CH:11]([CH3:13])[CH3:12])=[CH:6][CH:5]=1.C(Cl)(=O)C([Cl:26])=O. The catalyst is C(Cl)Cl.CN(C)C=O. The product is [Cl:26][C:3]12[C:14](=[O:21])[C:15]3[C:20](=[CH:19][CH:18]=[CH:17][CH:16]=3)[C:2]1([OH:1])[O:10][C:9]1[C:4]2=[CH:5][CH:6]=[C:7]([CH:11]([CH3:13])[CH3:12])[CH:8]=1. The yield is 1.09.